This data is from Catalyst prediction with 721,799 reactions and 888 catalyst types from USPTO. The task is: Predict which catalyst facilitates the given reaction. (1) Reactant: [CH3:1][O:2][C:3]1[CH:4]=[C:5]2[C:10](=[CH:11][C:12]=1[O:13][CH3:14])[N:9]=[CH:8][C:7](C#N)=[C:6]2[CH3:17].C([N:21]1[CH:25]=[CH:24][N:23]=[CH:22]1)(=O)C.[Li+].C[Si]([N-][Si](C)(C)C)(C)C.C([O-])(=O)C.[NH4+]. Product: [CH3:14][O:13][C:12]1[C:3]([O:2][CH3:1])=[CH:4][C:5]2[C:6]3[C:7](=[C:22]([NH2:21])[N:23]=[C:24]([CH3:25])[CH:17]=3)[CH:8]=[N:9][C:10]=2[CH:11]=1. The catalyst class is: 52. (2) Reactant: [CH3:1][Mg]Br.[Cl:4][C:5]1[C:10]([CH:11]=[O:12])=[C:9]([Cl:13])[N:8]=[CH:7][N:6]=1.O. Product: [Cl:4][C:5]1[C:10]([CH:11]([OH:12])[CH3:1])=[C:9]([Cl:13])[N:8]=[CH:7][N:6]=1. The catalyst class is: 7. (3) Reactant: C[O:2][C:3]([C:5]1[N:17]([CH2:18][C:19]2[CH:24]=[CH:23][C:22]([F:25])=[CH:21][CH:20]=2)[C:8]2=[N:9][CH:10]=[C:11]([S:13]([CH3:16])(=[O:15])=[O:14])[CH:12]=[C:7]2[CH:6]=1)=O.O1CCCC1.[H-].[Al+3].[Li+].[H-].[H-].[H-].[Na+].[Cl-]. Product: [F:25][C:22]1[CH:21]=[CH:20][C:19]([CH2:18][N:17]2[C:8]3=[N:9][CH:10]=[C:11]([S:13]([CH3:16])(=[O:15])=[O:14])[CH:12]=[C:7]3[CH:6]=[C:5]2[CH2:3][OH:2])=[CH:24][CH:23]=1. The catalyst class is: 13. (4) Reactant: [CH:1]1([C:4]2[CH:9]=[CH:8][N:7]=[C:6]([C:10]3[C:18]4[C:13](=[CH:14][C:15]([F:28])=[C:16]([C:19]5[O:23][C:22]([NH:24][CH:25]([CH3:27])[CH3:26])=[N:21][N:20]=5)[CH:17]=4)[N:12](S(C4C=CC(C)=CC=4)(=O)=O)[CH:11]=3)[N:5]=2)[CH2:3][CH2:2]1.O1CCOCC1.[OH-].[Na+]. The catalyst class is: 170. Product: [CH:1]1([C:4]2[CH:9]=[CH:8][N:7]=[C:6]([C:10]3[C:18]4[C:13](=[CH:14][C:15]([F:28])=[C:16]([C:19]5[O:23][C:22]([NH:24][CH:25]([CH3:26])[CH3:27])=[N:21][N:20]=5)[CH:17]=4)[NH:12][CH:11]=3)[N:5]=2)[CH2:3][CH2:2]1. (5) Reactant: [Br:1][C:2]1[CH:10]=[CH:9][CH:8]=[C:7]2[C:3]=1[CH2:4][CH2:5][NH:6]2.[F:11][C:12]1[CH:19]=[CH:18][C:15]([CH2:16]Br)=[CH:14][CH:13]=1.[H-].[Na+].O. Product: [Br:1][C:2]1[CH:10]=[CH:9][CH:8]=[C:7]2[C:3]=1[CH2:4][CH2:5][N:6]2[CH2:16][C:15]1[CH:18]=[CH:19][C:12]([F:11])=[CH:13][CH:14]=1. The catalyst class is: 31. (6) Reactant: C(OC([N:8]1[CH2:13][CH2:12][CH:11]([O:14][N:15]2[C:23](=[O:24])[C:22]3[C:17](=[CH:18][CH:19]=[CH:20][CH:21]=3)[C:16]2=[O:25])[CH2:10][CH2:9]1)=O)(C)(C)C.C(O)(C)C.Cl. Product: [NH:8]1[CH2:13][CH2:12][CH:11]([O:14][N:15]2[C:16](=[O:25])[C:17]3[C:22](=[CH:21][CH:20]=[CH:19][CH:18]=3)[C:23]2=[O:24])[CH2:10][CH2:9]1. The catalyst class is: 28.